This data is from Reaction yield outcomes from USPTO patents with 853,638 reactions. The task is: Predict the reaction yield, written as a fraction of the theoretical maximum amount of product (1.0 means a 100% yield; for example, 0.34 means a 34% yield). (1) The reactants are [NH2:1][C:2]1[CH:10]=[CH:9][C:8]([F:11])=[CH:7][C:3]=1[C:4]([NH2:6])=[O:5].C(N(CC)CC)C.Cl[C:20](=[O:26])[C:21]([O:23][CH2:24][CH3:25])=[O:22]. The catalyst is C1COCC1.C(OCC)(=O)C. The product is [NH2:6][C:4]([C:3]1[CH:7]=[C:8]([F:11])[CH:9]=[CH:10][C:2]=1[NH:1][C:20](=[O:26])[C:21]([O:23][CH2:24][CH3:25])=[O:22])=[O:5]. The yield is 0.870. (2) The reactants are Br[C:2]1[C:6]2[CH2:7][N:8]([C:11](=[O:13])[CH3:12])[CH2:9][CH2:10][C:5]=2[N:4]([CH:14]2[CH2:19][CH2:18][O:17][CH2:16][CH2:15]2)[N:3]=1.C1(P(C2CCCCC2)C2C=CC=CC=2C2C(OC(C)C)=CC=CC=2OC(C)C)CCCCC1.[NH:53]1[C:62]2[C:57](=[CH:58][CH:59]=[C:60]([C:63]#[N:64])[CH:61]=2)[CH2:56][CH2:55][CH2:54]1.C(O[Na])(C)(C)C. The catalyst is O1CCOCC1. The product is [C:11]([N:8]1[CH2:9][CH2:10][C:5]2[N:4]([CH:14]3[CH2:19][CH2:18][O:17][CH2:16][CH2:15]3)[N:3]=[C:2]([N:53]3[C:62]4[C:57](=[CH:58][CH:59]=[C:60]([C:63]#[N:64])[CH:61]=4)[CH2:56][CH2:55][CH2:54]3)[C:6]=2[CH2:7]1)(=[O:13])[CH3:12]. The yield is 0.730. (3) The reactants are [NH2:1][C@@H:2]1[CH2:7][CH2:6][CH2:5][N:4]([C:8]([O:10][C:11]([CH3:14])([CH3:13])[CH3:12])=[O:9])[CH2:3]1.[C:15](O)(=[O:24])[C:16]1[CH:21]=[CH:20][C:19]([O:22][CH3:23])=[CH:18][CH:17]=1.CCN(C(C)C)C(C)C.C1CN([P+](ON2N=NC3C=CC=CC2=3)(N2CCCC2)N2CCCC2)CC1.F[P-](F)(F)(F)(F)F. The catalyst is CN(C=O)C.O1CCOCC1.CCOC(C)=O. The product is [CH3:23][O:22][C:19]1[CH:20]=[CH:21][C:16]([C:15]([NH:1][C@@H:2]2[CH2:7][CH2:6][CH2:5][N:4]([C:8]([O:10][C:11]([CH3:14])([CH3:13])[CH3:12])=[O:9])[CH2:3]2)=[O:24])=[CH:17][CH:18]=1. The yield is 1.00. (4) The reactants are C([N:8]1[CH2:13][CH2:12][N:11]([C:14]2[O:15][C:16]3[C:21]([N:22]=2)=[CH:20][CH:19]=[CH:18][N:17]=3)[C@@H:10]([CH3:23])[CH2:9]1)C1C=CC=CC=1.Cl.C([O-])=O.[NH4+]. The catalyst is CO.[Pd]. The product is [CH3:23][C@H:10]1[CH2:9][NH:8][CH2:13][CH2:12][N:11]1[C:14]1[O:15][C:16]2[C:21]([N:22]=1)=[CH:20][CH:19]=[CH:18][N:17]=2. The yield is 0.760. (5) The reactants are F.F.F.C(N(CC)CC)C.C(N(CC)CC)C.[Si]([O:35][CH2:36][C@H:37]1[O:41][C@@H:40]([N:42]2[CH:49]=[C:48]([CH3:50])[C:46](=[O:47])[NH:45][C:43]2=[O:44])[C@H:39]([O:51][CH2:52][CH2:53][O:54][N:55]([CH3:57])[CH3:56])[C@@H:38]1[OH:58])(C(C)(C)C)(C1C=CC=CC=1)C1C=CC=CC=1.CO. The catalyst is C1COCC1.C(Cl)Cl. The product is [CH3:56][N:55]([CH3:57])[O:54][CH2:53][CH2:52][O:51][C@@H:39]1[C@H:38]([OH:58])[C@@H:37]([CH2:36][OH:35])[O:41][C@H:40]1[N:42]1[CH:49]=[C:48]([CH3:50])[C:46](=[O:47])[NH:45][C:43]1=[O:44]. The yield is 0.925. (6) The reactants are [NH2:1][C:2]1[S:3][CH:4]=[CH:5][N:6]=1.C[O:8][C:9](=O)[CH:10]([C:24]1[CH:29]=[CH:28][C:27]([S:30]([CH3:33])(=[O:32])=[O:31])=[CH:26][CH:25]=1)[CH2:11][CH:12]1[CH2:16][CH2:15][CH2:14][CH:13]1[O:17][CH:18]1[CH2:23][CH2:22][CH2:21][CH2:20][O:19]1.C[O-].[Mg+2].C[O-].CO. No catalyst specified. The product is [CH3:33][S:30]([C:27]1[CH:26]=[CH:25][C:24]([CH:10]([CH2:11][CH:12]2[CH2:16][CH2:15][CH2:14][CH:13]2[O:17][CH:18]2[CH2:23][CH2:22][CH2:21][CH2:20][O:19]2)[C:9]([NH:1][C:2]2[S:3][CH:4]=[CH:5][N:6]=2)=[O:8])=[CH:29][CH:28]=1)(=[O:32])=[O:31]. The yield is 0.380. (7) The yield is 0.580. The reactants are C(Cl)(=O)C(Cl)=O.C(=O)=O.CS(C)=O.[C:14]([O:18][C:19](=[O:32])[N:20]([C@H:22]1[CH2:27][CH2:26][C@H:25]([CH2:28][CH2:29][CH2:30]O)[CH2:24][CH2:23]1)[CH3:21])([CH3:17])([CH3:16])[CH3:15].CCN(CC)CC.C(OC(=O)N(C)[C@H]1CC[C@H](CCC=O)CC1)(C)(C)C.[CH3:59][CH2:60][O:61][C:62]([CH2:64]P(OCC)(OCC)=O)=[O:63].C[O-].[Na+]. The catalyst is C(Cl)Cl.CCOCC.C(O)C. The product is [CH2:60]([O:61][C:62](=[O:63])[CH:64]=[CH:30][CH2:29][CH2:28][C@H:25]1[CH2:26][CH2:27][C@H:22]([N:20]([C:19]([O:18][C:14]([CH3:17])([CH3:16])[CH3:15])=[O:32])[CH3:21])[CH2:23][CH2:24]1)[CH3:59].